This data is from Forward reaction prediction with 1.9M reactions from USPTO patents (1976-2016). The task is: Predict the product of the given reaction. (1) Given the reactants [NH2:1][C:2](=[N:12][O:13][C:14](=[O:22])[C:15]1[CH:20]=[CH:19][CH:18]=[C:17](Cl)[CH:16]=1)[CH2:3][P:4](=[O:11])([O:8][CH2:9][CH3:10])[O:5][CH2:6][CH3:7].[F:23]C1C=C(C=CC=1)C(Cl)=O, predict the reaction product. The product is: [NH2:1][C:2](=[N:12][O:13][C:14](=[O:22])[C:15]1[CH:20]=[CH:19][CH:18]=[C:17]([F:23])[CH:16]=1)[CH2:3][P:4](=[O:11])([O:8][CH2:9][CH3:10])[O:5][CH2:6][CH3:7]. (2) Given the reactants [Br:1][C:2]1[CH:13]=[CH:12][C:5]([O:6][CH2:7][C:8]2([CH3:11])[CH2:10][O:9]2)=[CH:4][CH:3]=1.CC(C)=[O:16].S(=O)(=O)(O)O, predict the reaction product. The product is: [Br:1][C:2]1[CH:13]=[CH:12][C:5]([O:6][CH2:7][C:8]([CH3:11])([OH:16])[CH2:10][OH:9])=[CH:4][CH:3]=1. (3) The product is: [F:37][C:35]1[CH:34]=[C:18]([CH:17]=[C:16]([CH2:15][NH:14][C:7]([C:6]2[S:5][C:4]3[CH:10]=[CH:11][CH:12]=[CH:13][C:3]=3[C:2]=2[CH3:1])=[O:9])[CH:36]=1)[O:19][C:20]1[CH:32]=[CH:31][C:23]([O:24][C:25]([CH3:29])([CH3:30])[C:26]([OH:28])=[O:27])=[C:22]([CH3:33])[CH:21]=1. Given the reactants [CH3:1][C:2]1[C:3]2[CH:13]=[CH:12][CH:11]=[CH:10][C:4]=2[S:5][C:6]=1[C:7]([OH:9])=O.[NH2:14][CH2:15][C:16]1[CH:17]=[C:18]([CH:34]=[C:35]([F:37])[CH:36]=1)[O:19][C:20]1[CH:32]=[CH:31][C:23]([O:24][C:25]([CH3:30])([CH3:29])[C:26]([OH:28])=[O:27])=[C:22]([CH3:33])[CH:21]=1, predict the reaction product. (4) Given the reactants [Br:1][C:2]1[CH:3]=[C:4]2[C:9](=[CH:10][CH:11]=1)[N:8]=[CH:7][C:6]([N+:12]([O-])=O)=[C:5]2[NH:15][CH3:16], predict the reaction product. The product is: [Br:1][C:2]1[CH:3]=[C:4]2[C:9](=[CH:10][CH:11]=1)[N:8]=[CH:7][C:6]([NH2:12])=[C:5]2[NH:15][CH3:16]. (5) Given the reactants S(=O)(=O)(O)O.[CH3:6][C:7]1[N:8]=[C:9]([C:30]2[CH:35]=[CH:34][CH:33]=[CH:32][C:31]=2[O:36][CH2:37][C:38]2[CH:43]=[CH:42][CH:41]=[CH:40][CH:39]=2)[N:10]([CH2:22][CH2:23][C:24]2[CH:29]=[CH:28][CH:27]=[CH:26][CH:25]=2)[C:11](=[O:21])[C:12]=1[C:13]1[S:17][C:16]([C:18](O)=[O:19])=[CH:15][CH:14]=1.CC(C[AlH]CC(C)C)C.[C@H](O)(C([O-])=O)[C@@H](O)C([O-])=O.[Na+].[K+], predict the reaction product. The product is: [OH:19][CH2:18][C:16]1[S:17][C:13]([C:12]2[C:11](=[O:21])[N:10]([CH2:22][CH2:23][C:24]3[CH:25]=[CH:26][CH:27]=[CH:28][CH:29]=3)[C:9]([C:30]3[CH:35]=[CH:34][CH:33]=[CH:32][C:31]=3[O:36][CH2:37][C:38]3[CH:39]=[CH:40][CH:41]=[CH:42][CH:43]=3)=[N:8][C:7]=2[CH3:6])=[CH:14][CH:15]=1. (6) Given the reactants [Cl:1][C:2]1[CH:7]=[C:6]([Cl:8])[CH:5]=[CH:4][C:3]=1[C:9]1[N:10]([C:24]2[CH:29]=[CH:28][C:27]([OH:30])=[CH:26][CH:25]=2)[C:11]([CH3:23])=[C:12]([C:14]([NH:16][N:17]2[CH2:22][CH2:21][CH2:20][CH2:19][CH2:18]2)=[O:15])[N:13]=1.C(N(CC)CC)C.[CH3:38][CH:39]([CH3:46])[CH2:40][CH2:41][S:42](Cl)(=[O:44])=[O:43].O, predict the reaction product. The product is: [CH3:38][CH:39]([CH3:46])[CH2:40][CH2:41][S:42]([O:30][C:27]1[CH:26]=[CH:25][C:24]([N:10]2[C:11]([CH3:23])=[C:12]([C:14]([NH:16][N:17]3[CH2:22][CH2:21][CH2:20][CH2:19][CH2:18]3)=[O:15])[N:13]=[C:9]2[C:3]2[CH:4]=[CH:5][C:6]([Cl:8])=[CH:7][C:2]=2[Cl:1])=[CH:29][CH:28]=1)(=[O:44])=[O:43].